This data is from NCI-60 drug combinations with 297,098 pairs across 59 cell lines. The task is: Regression. Given two drug SMILES strings and cell line genomic features, predict the synergy score measuring deviation from expected non-interaction effect. (1) Drug 1: CC12CCC(CC1=CCC3C2CCC4(C3CC=C4C5=CN=CC=C5)C)O. Drug 2: CC1=C2C(C(=O)C3(C(CC4C(C3C(C(C2(C)C)(CC1OC(=O)C(C(C5=CC=CC=C5)NC(=O)OC(C)(C)C)O)O)OC(=O)C6=CC=CC=C6)(CO4)OC(=O)C)OC)C)OC. Cell line: HCT-15. Synergy scores: CSS=76.5, Synergy_ZIP=24.3, Synergy_Bliss=23.7, Synergy_Loewe=-6.52, Synergy_HSA=24.1. (2) Drug 1: CC(C)(C#N)C1=CC(=CC(=C1)CN2C=NC=N2)C(C)(C)C#N. Drug 2: CC1C(C(CC(O1)OC2CC(CC3=C2C(=C4C(=C3O)C(=O)C5=C(C4=O)C(=CC=C5)OC)O)(C(=O)CO)O)N)O.Cl. Cell line: OVCAR3. Synergy scores: CSS=35.8, Synergy_ZIP=2.03, Synergy_Bliss=1.56, Synergy_Loewe=1.16, Synergy_HSA=1.66. (3) Drug 1: CN(C)C1=NC(=NC(=N1)N(C)C)N(C)C. Drug 2: CN1C2=C(C=C(C=C2)N(CCCl)CCCl)N=C1CCCC(=O)O.Cl. Cell line: HCT116. Synergy scores: CSS=-5.21, Synergy_ZIP=1.29, Synergy_Bliss=-2.56, Synergy_Loewe=-4.67, Synergy_HSA=-5.44. (4) Drug 1: CC=C1C(=O)NC(C(=O)OC2CC(=O)NC(C(=O)NC(CSSCCC=C2)C(=O)N1)C(C)C)C(C)C. Drug 2: CC(C)CN1C=NC2=C1C3=CC=CC=C3N=C2N. Cell line: TK-10. Synergy scores: CSS=28.3, Synergy_ZIP=-0.520, Synergy_Bliss=-3.17, Synergy_Loewe=-29.4, Synergy_HSA=-1.87.